Dataset: Catalyst prediction with 721,799 reactions and 888 catalyst types from USPTO. Task: Predict which catalyst facilitates the given reaction. (1) Reactant: C(OC(=O)[NH:7][C@H:8]([C:13](=[O:27])[NH:14][C@@H:15]1[CH2:19][CH2:18][N:17]([CH2:20][C:21]2[CH:26]=[CH:25][CH:24]=[CH:23][CH:22]=2)[CH2:16]1)[C:9]([CH3:12])([CH3:11])[CH3:10])(C)(C)C. Product: [NH2:7][C@@H:8]([C:9]([CH3:12])([CH3:11])[CH3:10])[C:13]([NH:14][C@@H:15]1[CH2:19][CH2:18][N:17]([CH2:20][C:21]2[CH:26]=[CH:25][CH:24]=[CH:23][CH:22]=2)[CH2:16]1)=[O:27]. The catalyst class is: 330. (2) Reactant: [NH2:1][C:2]1[CH:10]=[C:9]([CH3:11])[C:8]2[N:7]([C:12]([O:14][C:15]([CH3:18])([CH3:17])[CH3:16])=[O:13])[C@H:6]3[CH2:19][CH2:20][N:21]([C:23]([O:25][C:26]([CH3:29])([CH3:28])[CH3:27])=[O:24])[CH2:22][C@H:5]3[C:4]=2[CH:3]=1.[CH:30]1[CH:31]=[CH:32][C:33](P([C:30]2[C:35]([C:30]3[C:35](P([C:30]4[CH:35]=[CH:34][CH:33]=[CH:32][CH:31]=4)[C:30]4[CH:35]=[CH:34][CH:33]=[CH:32][CH:31]=4)=[CH:34][CH:33]=[C:32]4[C:31]=3C=CC=C4)=[C:34]3[C:33](C=CC=C3)=[CH:32][CH:31]=2)[C:30]2[CH:35]=[CH:34][CH:33]=[CH:32][CH:31]=2)=[CH:34][CH:35]=1.CC(C)([O-])C.[Na+]. Product: [NH:1]([C:2]1[CH:10]=[C:9]([CH3:11])[C:8]2[N:7]([C:12]([O:14][C:15]([CH3:18])([CH3:16])[CH3:17])=[O:13])[C@H:6]3[CH2:19][CH2:20][N:21]([C:23]([O:25][C:26]([CH3:29])([CH3:28])[CH3:27])=[O:24])[CH2:22][C@H:5]3[C:4]=2[CH:3]=1)[C:30]1[CH:31]=[CH:32][CH:33]=[CH:34][CH:35]=1. The catalyst class is: 101. (3) Reactant: [CH3:1][C:2]1[CH:10]=[CH:9][C:5]([C:6]([OH:8])=O)=[CH:4][C:3]=1[N+:11]([O-:13])=[O:12].[C:14]1([C:20]2[S:24][C:23]([NH2:25])=[N:22][N:21]=2)[CH:19]=[CH:18][CH:17]=[CH:16][CH:15]=1.F[P-](F)(F)(F)(F)F.N1(O[P+](N2CCCC2)(N2CCCC2)N2CCCC2)C2C=CC=CC=2N=N1.C(N(C(C)C)CC)(C)C. Product: [CH3:1][C:2]1[CH:10]=[CH:9][C:5]([C:6]([NH:25][C:23]2[S:24][C:20]([C:14]3[CH:19]=[CH:18][CH:17]=[CH:16][CH:15]=3)=[N:21][N:22]=2)=[O:8])=[CH:4][C:3]=1[N+:11]([O-:13])=[O:12]. The catalyst class is: 3. (4) Reactant: [CH:1]1([S:4]([N:7]2[C:11]3=[CH:12][C:13]4[O:17][CH:16]=[N:15][C:14]=4[C:18]([F:19])=[C:10]3[N:9]([C:20]3[CH:25]=[CH:24][C:23]([I:26])=[CH:22][C:21]=3[F:27])C2=O)(=[O:6])=[O:5])[CH2:3][CH2:2]1.C[Si](C)(C)[O-].[K+]. Product: [F:19][C:18]1[C:14]2[N:15]=[CH:16][O:17][C:13]=2[CH:12]=[C:11]([NH:7][S:4]([CH:1]2[CH2:2][CH2:3]2)(=[O:5])=[O:6])[C:10]=1[NH:9][C:20]1[CH:25]=[CH:24][C:23]([I:26])=[CH:22][C:21]=1[F:27]. The catalyst class is: 1. (5) The catalyst class is: 20. Product: [F:1][C:2]1[CH:3]=[CH:4][C:5]2[N:9]=[C:8]([C:10]3[CH:11]=[CH:12][C:13]([N:16]4[CH2:21][CH2:20][CH:19]([O:22][C@@H:23]5[CH2:24][CH2:25][C@H:26]([CH2:29][C:30]([OH:32])=[O:31])[CH2:27][CH2:28]5)[CH2:18][CH2:17]4)=[N:14][CH:15]=3)[NH:7][C:6]=2[CH:34]=1. Reactant: [F:1][C:2]1[CH:3]=[CH:4][C:5]2[N:9]=[C:8]([C:10]3[CH:11]=[CH:12][C:13]([N:16]4[CH2:21][CH2:20][CH:19]([O:22][C@@H:23]5[CH2:28][CH2:27][C@H:26]([CH2:29][C:30]([O:32]C)=[O:31])[CH2:25][CH2:24]5)[CH2:18][CH2:17]4)=[N:14][CH:15]=3)[NH:7][C:6]=2[CH:34]=1.[OH-].[Li+]. (6) Reactant: [CH3:1]CCCCC.C([Li])CCC.COC1[C:19]2[CH2:20][C:21](=O)[C:22]3[C:23]([O:28][C:18]=2[CH:17]=CC=1)=[N:24][CH:25]=[CH:26][CH:27]=3.[Cl-].[NH4+].[C:32]([O:35][CH2:36][CH3:37])(=O)[CH3:33]. Product: [CH3:23][O:28][C:18]1[CH:17]=[CH:33][C:32]2[O:35][CH2:36][C:37]3[N:24]=[CH:25][CH:26]=[CH:27][C:22]=3[C:21](=[CH2:1])[C:20]=2[CH:19]=1. The catalyst class is: 307.